Task: Predict which catalyst facilitates the given reaction.. Dataset: Catalyst prediction with 721,799 reactions and 888 catalyst types from USPTO (1) Reactant: [CH3:1][O:2][N:3]([CH3:23])[C:4]([C@@H:6]1[CH2:11][CH2:10][C@H:9]([NH:12][C:13](=[O:22])[O:14][CH2:15][C:16]2[CH:21]=[CH:20][CH:19]=[CH:18][CH:17]=2)[CH2:8][CH2:7]1)=[O:5].[H-].[Na+].[Cl:26][C:27]1[CH:34]=[CH:33][C:30]([CH2:31]Br)=[CH:29][CH:28]=1. Product: [Cl:26][C:27]1[CH:34]=[CH:33][C:30]([CH2:31][N:12]([C@H:9]2[CH2:10][CH2:11][C@@H:6]([C:4](=[O:5])[N:3]([O:2][CH3:1])[CH3:23])[CH2:7][CH2:8]2)[C:13](=[O:22])[O:14][CH2:15][C:16]2[CH:17]=[CH:18][CH:19]=[CH:20][CH:21]=2)=[CH:29][CH:28]=1. The catalyst class is: 3. (2) Reactant: [CH2:1]([O:8][C:9]([NH:11][C@@H:12]([C:16]12[CH2:25][CH:20]3[CH2:21][CH:22]([CH2:24][C:18](O)([CH2:19]3)[CH2:17]1)[CH2:23]2)[C:13]([OH:15])=O)=[O:10])[C:2]1[CH:7]=[CH:6][CH:5]=[CH:4][CH:3]=1.O[N:28]1[C:32]2[CH:33]=[CH:34][CH:35]=[CH:36][C:31]=2[N:30]=N1.C(N(CC)C(C)C)(C)C.C(OCC)(=[O:48])C. Product: [C:32]([C@@H:33]1[CH2:34][C@H:35]2[C@H:31]([CH2:36]2)[N:30]1[C:13](=[O:15])[C@@H:12]([NH:11][C:9](=[O:10])[O:8][CH2:1][C:2]1[CH:3]=[CH:4][CH:5]=[CH:6][CH:7]=1)[C:16]12[CH2:25][CH:20]3[CH2:21][CH:22]([CH2:24][C:18]([OH:48])([CH2:19]3)[CH2:17]1)[CH2:23]2)#[N:28]. The catalyst class is: 10.